Dataset: Reaction yield outcomes from USPTO patents with 853,638 reactions. Task: Predict the reaction yield, written as a fraction of the theoretical maximum amount of product (1.0 means a 100% yield; for example, 0.34 means a 34% yield). (1) The reactants are [C:1](/[C:3](/[C:27]1[CH:32]=[CH:31][C:30]([O:33][CH3:34])=[C:29]([O:35][CH3:36])[CH:28]=1)=[CH:4]\[C:5]1[S:9][C:8]([N:10]2[CH2:15][CH2:14][CH:13]([O:16][C:17](=[O:26])[CH2:18][N:19]3[CH2:24][CH2:23]C(O)C[CH2:20]3)[CH2:12][CH2:11]2)=[CH:7][CH:6]=1)#[N:2].N1CCC1. The catalyst is C(N(CC)CC)C. The product is [C:1](/[C:3](/[C:27]1[CH:32]=[CH:31][C:30]([O:33][CH3:34])=[C:29]([O:35][CH3:36])[CH:28]=1)=[CH:4]\[C:5]1[S:9][C:8]([N:10]2[CH2:15][CH2:14][CH:13]([O:16][C:17](=[O:26])[CH2:18][N:19]3[CH2:20][CH2:23][CH2:24]3)[CH2:12][CH2:11]2)=[CH:7][CH:6]=1)#[N:2]. The yield is 0.740. (2) The reactants are [OH:1][C:2]1[CH:7]=[CH:6][C:5]([CH2:8][C:9]([OH:11])=[O:10])=[CH:4][CH:3]=1.[C:12](OC(=O)C)(=[O:14])[CH3:13]. The catalyst is S(=O)(=O)(O)O.O. The product is [C:12]([O:1][C:2]1[CH:3]=[CH:4][C:5]([CH2:8][C:9]([OH:11])=[O:10])=[CH:6][CH:7]=1)(=[O:14])[CH3:13]. The yield is 0.930. (3) The reactants are [NH2:1][C:2]([NH2:4])=[S:3].[Cl:5][CH2:6][C:7](=O)[C:8](=[O:10])[CH3:9]. The catalyst is C(O)C. The product is [ClH:5].[NH2:1][C:2]1[S:3][CH:6]=[C:7]([C:8](=[O:10])[CH3:9])[N:4]=1. The yield is 0.970.